The task is: Predict the product of the given reaction.. This data is from Forward reaction prediction with 1.9M reactions from USPTO patents (1976-2016). (1) Given the reactants ClCCl.[Cl:4][C:5]1[CH:10]=[CH:9][CH:8]=[CH:7][C:6]=1[CH2:11][NH:12][C:13](=[O:15])[CH3:14].[C:16](Cl)(=[O:18])[CH3:17].[Cl-].[Al+3].[Cl-].[Cl-], predict the reaction product. The product is: [C:16]([C:8]1[CH:9]=[CH:10][C:5]([Cl:4])=[C:6]([CH2:11][NH:12][C:13](=[O:15])[CH3:14])[CH:7]=1)(=[O:18])[CH3:17]. (2) The product is: [CH2:1]([S:3]([C:4]1[CH:9]=[CH:8][CH:7]=[CH:6][C:5]=1[C:10]1[N:22]([CH3:23])[C:13]2=[N:14][CH:15]=[C:16]([C:18]([F:21])([F:19])[F:20])[CH:17]=[C:12]2[N:11]=1)=[O:25])[CH3:2]. Given the reactants [CH2:1]([S:3][C:4]1[CH:9]=[CH:8][CH:7]=[CH:6][C:5]=1[C:10]1[N:22]([CH3:23])[C:13]2=[N:14][CH:15]=[C:16]([C:18]([F:21])([F:20])[F:19])[CH:17]=[C:12]2[N:11]=1)[CH3:2].I([O-])(=O)(=O)=[O:25].[Na+].CO, predict the reaction product. (3) Given the reactants [C:1]([C:4]1[CH:13]([C:14]2[C:23]3[C:18](=[CH:19][CH:20]=[CH:21][CH:22]=3)[C:17]([C:24]#[N:25])=[CH:16][CH:15]=2)[C:12]2[C:11](=[O:26])[NH:10][CH:9]=[CH:8][C:7]=2[NH:6][C:5]=1[CH3:27])(=[O:3])[CH3:2].ClCCl.F[B-](F)(F)F.[CH2:36]([O+](CC)CC)[CH3:37].CO, predict the reaction product. The product is: [C:1]([C:4]1[CH:13]([C:14]2[C:23]3[C:18](=[CH:19][CH:20]=[CH:21][CH:22]=3)[C:17]([C:24]#[N:25])=[CH:16][CH:15]=2)[C:12]2[C:7](=[CH:8][CH:9]=[N:10][C:11]=2[O:26][CH2:36][CH3:37])[NH:6][C:5]=1[CH3:27])(=[O:3])[CH3:2]. (4) Given the reactants [Br:1][CH:2]1[C:10]2[C:5](=[CH:6][CH:7]=[CH:8][C:9]=2[Cl:11])[C:4](=[O:12])[O:3]1.[C:13]1([P:19]([C:26]2[CH:31]=[CH:30][CH:29]=[CH:28][CH:27]=2)[C:20]2[CH:25]=[CH:24][CH:23]=[CH:22][CH:21]=2)[CH:18]=[CH:17][CH:16]=[CH:15][CH:14]=1, predict the reaction product. The product is: [Br-:1].[Cl:11][C:9]1[CH:8]=[CH:7][CH:6]=[C:5]2[C:10]=1[CH:2]([P+:19]([C:20]1[CH:21]=[CH:22][CH:23]=[CH:24][CH:25]=1)([C:26]1[CH:31]=[CH:30][CH:29]=[CH:28][CH:27]=1)[C:13]1[CH:14]=[CH:15][CH:16]=[CH:17][CH:18]=1)[O:3][C:4]2=[O:12]. (5) The product is: [CH:1]1([C@@H:7]([NH:9][C:10]([C:12]2[C:21]3[C:16](=[CH:17][CH:18]=[CH:19][CH:20]=3)[N:15]=[C:14]([C:22]3[CH:23]=[CH:24][CH:25]=[CH:26][CH:27]=3)[C:13]=2[CH2:28][N:29]2[CH2:34][CH2:33][N:32]([CH2:35][C@H:36]([OH:37])[CH2:38][OH:39])[CH2:31][CH2:30]2)=[O:11])[CH3:8])[CH2:6][CH2:5][CH2:4][CH2:3][CH2:2]1. Given the reactants [CH:1]1([C@@H:7]([NH:9][C:10]([C:12]2[C:21]3[C:16](=[CH:17][CH:18]=[CH:19][CH:20]=3)[N:15]=[C:14]([C:22]3[CH:27]=[CH:26][CH:25]=[CH:24][CH:23]=3)[C:13]=2[CH2:28][N:29]2[CH2:34][CH2:33][NH:32][CH2:31][CH2:30]2)=[O:11])[CH3:8])[CH2:6][CH2:5][CH2:4][CH2:3][CH2:2]1.[CH2:35]1[O:37][C@H:36]1[CH2:38][OH:39].C([O-])([O-])=O.[K+].[K+], predict the reaction product. (6) Given the reactants ClC1C=CC([NH:8][C:9]([NH:11][C:12]2[CH:17]=[CH:16][CH:15]=[C:14]([C:18]3[CH:23]=[CH:22][CH:21]=[C:20]([N:24]4[CH2:28][CH2:27][CH2:26][CH2:25]4)[N:19]=3)[CH:13]=2)=[O:10])=CC=1.[CH2:29]1[C:38]2[C:33](=[CH:34][CH:35]=[CH:36][CH:37]=2)[CH2:32][CH2:31]N1.CCN(C(C)C)C(C)C, predict the reaction product. The product is: [N:24]1([C:20]2[N:19]=[C:18]([C:14]3[CH:13]=[C:12]([NH:11][C:9]([N:8]4[CH2:31][CH2:32][C:33]5[C:38](=[CH:37][CH:36]=[CH:35][CH:34]=5)[CH2:29]4)=[O:10])[CH:17]=[CH:16][CH:15]=3)[CH:23]=[CH:22][CH:21]=2)[CH2:25][CH2:26][CH2:27][CH2:28]1. (7) Given the reactants [C:1]([NH:4][NH:5][C:6](=O)[CH2:7][C@H:8]1[N:15]([S:16]([C:19]2[CH:20]=[CH:21][CH:22]=[C:23]3[C:28]=2[N:27]=[CH:26][CH:25]=[CH:24]3)(=[O:18])=[O:17])[CH2:14][C:13]2[CH:29]=[CH:30][CH:31]=[CH:32][C:12]=2[CH2:11][O:10][CH2:9]1)(=[O:3])[CH3:2].O=P(Cl)(Cl)Cl, predict the reaction product. The product is: [CH3:2][C:1]1[O:3][C:6]([CH2:7][C@H:8]2[N:15]([S:16]([C:19]3[CH:20]=[CH:21][CH:22]=[C:23]4[C:28]=3[N:27]=[CH:26][CH:25]=[CH:24]4)(=[O:18])=[O:17])[CH2:14][C:13]3[CH:29]=[CH:30][CH:31]=[CH:32][C:12]=3[CH2:11][O:10][CH2:9]2)=[N:5][N:4]=1. (8) Given the reactants Br[C:2]1[C:9]([C:10]#[N:11])=[C:8]([OH:12])[C:7]([OH:13])=[CH:6][C:3]=1[C:4]#[N:5].[SH:14][C:15]1[CH:20]=[CH:19][C:18]([CH2:21][C:22]([OH:24])=[O:23])=[CH:17][CH:16]=1, predict the reaction product. The product is: [C:10]([C:9]1[C:8]([OH:12])=[C:7]([OH:13])[CH:6]=[C:3]([C:4]#[N:5])[C:2]=1[S:14][C:15]1[CH:16]=[CH:17][C:18]([CH2:21][C:22]([OH:24])=[O:23])=[CH:19][CH:20]=1)#[N:11].